From a dataset of Peptide-MHC class I binding affinity with 185,985 pairs from IEDB/IMGT. Regression. Given a peptide amino acid sequence and an MHC pseudo amino acid sequence, predict their binding affinity value. This is MHC class I binding data. (1) The peptide sequence is VLPPLSADL. The MHC is HLA-A03:01 with pseudo-sequence HLA-A03:01. The binding affinity (normalized) is 0.0847. (2) The peptide sequence is IRHVYHNLK. The MHC is HLA-A02:01 with pseudo-sequence HLA-A02:01. The binding affinity (normalized) is 0.0847. (3) The peptide sequence is KTFGWLWKL. The MHC is Mamu-A70103 with pseudo-sequence Mamu-A70103. The binding affinity (normalized) is 0.319. (4) The peptide sequence is RIMQRGLFGK. The MHC is HLA-A03:01 with pseudo-sequence HLA-A03:01. The binding affinity (normalized) is 0.844. (5) The peptide sequence is INISGYNLSL. The MHC is HLA-A02:02 with pseudo-sequence HLA-A02:02. The binding affinity (normalized) is 0.520. (6) The peptide sequence is SIMETIDPVY. The MHC is HLA-A11:01 with pseudo-sequence HLA-A11:01. The binding affinity (normalized) is 0.864. (7) The peptide sequence is NQLVKDESI. The MHC is HLA-A30:02 with pseudo-sequence HLA-A30:02. The binding affinity (normalized) is 0. (8) The peptide sequence is FIVEHINAM. The MHC is HLA-B08:01 with pseudo-sequence HLA-B08:01. The binding affinity (normalized) is 0.370. (9) The peptide sequence is KINRQILDNA. The MHC is HLA-A02:02 with pseudo-sequence HLA-A02:02. The binding affinity (normalized) is 0.156. (10) The peptide sequence is EMKYALINLV. The MHC is HLA-A68:02 with pseudo-sequence HLA-A68:02. The binding affinity (normalized) is 0.